From a dataset of Catalyst prediction with 721,799 reactions and 888 catalyst types from USPTO. Predict which catalyst facilitates the given reaction. (1) Reactant: [OH:1][CH2:2][CH2:3][N:4]1[CH:8]=[CH:7][CH:6]=[N:5]1.CC(C)([O-])C.[K+].[NH2:15][C:16]1[C:24]2[C:23]([C:25]3[CH:30]=[CH:29][CH:28]=[C:27]([CH3:31])[N:26]=3)=[N:22][C:21](S(C)=O)=[N:20][C:19]=2[S:18][C:17]=1[C:35]([NH2:37])=[O:36].O. Product: [NH2:15][C:16]1[C:24]2[C:23]([C:25]3[CH:30]=[CH:29][CH:28]=[C:27]([CH3:31])[N:26]=3)=[N:22][C:21]([O:1][CH2:2][CH2:3][N:4]3[CH:8]=[CH:7][CH:6]=[N:5]3)=[N:20][C:19]=2[S:18][C:17]=1[C:35]([NH2:37])=[O:36]. The catalyst class is: 12. (2) Reactant: [CH3:1][O:2][C:3]1[CH:8]=[CH:7][C:6]([C:9]2[O:10][C:11]([CH2:16][O:17][CH:18]3[CH2:23][CH2:22][CH2:21][CH2:20][O:19]3)=[C:12]([CH2:14][OH:15])[N:13]=2)=[CH:5][CH:4]=1.C(N(CC)CC)C.[CH3:31][S:32](Cl)(=[O:34])=[O:33]. Product: [CH3:1][O:2][C:3]1[CH:4]=[CH:5][C:6]([C:9]2[O:10][C:11]([CH2:16][O:17][CH:18]3[CH2:23][CH2:22][CH2:21][CH2:20][O:19]3)=[C:12]([CH2:14][O:15][S:32]([CH3:31])(=[O:34])=[O:33])[N:13]=2)=[CH:7][CH:8]=1. The catalyst class is: 4. (3) Reactant: C(OC([NH:8][CH:9]([C:11]1[NH:12][C:13]([C:21]2[C:30]([F:31])=[CH:29][CH:28]=[C:27]3[C:22]=2[N:23]=[C:24]([NH:33][CH:34]2[CH2:36][CH2:35]2)[C:25]([CH3:32])=[N:26]3)=[CH:14][C:15]=1[C:16]([O:18]CC)=[O:17])[CH3:10])=O)(C)(C)C.Cl.O1CCOCC1.[OH-].[Na+]. Product: [NH2:8][CH:9]([C:11]1[NH:12][C:13]([C:21]2[C:30]([F:31])=[CH:29][CH:28]=[C:27]3[C:22]=2[N:23]=[C:24]([NH:33][CH:34]2[CH2:36][CH2:35]2)[C:25]([CH3:32])=[N:26]3)=[CH:14][C:15]=1[C:16]([OH:18])=[O:17])[CH3:10]. The catalyst class is: 38.